Dataset: Full USPTO retrosynthesis dataset with 1.9M reactions from patents (1976-2016). Task: Predict the reactants needed to synthesize the given product. (1) Given the product [NH2:13][CH2:12][CH2:11][CH2:10][C@H:9]([NH:8][C:6](=[O:7])[O:5][C:1]([CH3:4])([CH3:3])[CH3:2])[CH2:24][C:25]([NH:27][CH2:28][CH2:29][NH:30][C:31]([O:33][C:34]([CH3:37])([CH3:36])[CH3:35])=[O:32])=[O:26], predict the reactants needed to synthesize it. The reactants are: [C:1]([O:5][C:6]([NH:8][C@H:9]([CH2:24][C:25]([NH:27][CH2:28][CH2:29][NH:30][C:31]([O:33][C:34]([CH3:37])([CH3:36])[CH3:35])=[O:32])=[O:26])[CH2:10][CH2:11][CH2:12][NH:13]C(=O)OCC1C=CC=CC=1)=[O:7])([CH3:4])([CH3:3])[CH3:2]. (2) Given the product [O:43]1[CH2:44][CH2:45][CH2:46][CH2:47][CH:42]1[O:41][NH:40][C:23](/[CH:22]=[CH:21]/[C:19]1[N:20]=[C:15](/[CH:14]=[CH:13]/[C:11]([O:10][CH2:8][CH3:9])=[O:12])[CH:16]=[CH:17][CH:18]=1)=[O:25], predict the reactants needed to synthesize it. The reactants are: FC(F)(F)C(O)=O.[CH2:8]([O:10][C:11](/[CH:13]=[CH:14]/[C:15]1[N:20]=[C:19](/[CH:21]=[CH:22]/[C:23]([OH:25])=O)[CH:18]=[CH:17][CH:16]=1)=[O:12])[CH3:9].C(Cl)CCl.C1C=CC2N(O)N=NC=2C=1.[NH2:40][O:41][CH:42]1[CH2:47][CH2:46][CH2:45][CH2:44][O:43]1. (3) Given the product [Br:1][C:2]1[CH:28]=[N:27][C:5]2[N:6]=[C:7]([N:13]3[CH2:17][CH2:16][C@@H:15]([NH:18][CH3:19])[CH2:14]3)[C:8]3[N:9]([CH:10]=[N:11][N:12]=3)[C:4]=2[CH:3]=1, predict the reactants needed to synthesize it. The reactants are: [Br:1][C:2]1[CH:28]=[N:27][C:5]2[N:6]=[C:7]([N:13]3[CH2:17][CH2:16][C@@H:15]([N:18](C)[C:19](=O)OC(C)(C)C)[CH2:14]3)[C:8]3[N:9]([CH:10]=[N:11][N:12]=3)[C:4]=2[CH:3]=1.C(O)(C(F)(F)F)=O. (4) Given the product [OH:35][CH2:34][C:30]1([CH2:29][O:1][C:2]2[C:3]([O:20][CH3:21])=[C:4]([C:10]3[CH:18]=[CH:17][CH:16]=[C:15]4[C:11]=3[CH2:12][CH2:13][C:14]4=[O:19])[CH:5]=[CH:6][C:7]=2[O:8][CH3:9])[CH2:33][O:32][CH2:31]1, predict the reactants needed to synthesize it. The reactants are: [OH:1][C:2]1[C:3]([O:20][CH3:21])=[C:4]([C:10]2[CH:18]=[CH:17][CH:16]=[C:15]3[C:11]=2[CH2:12][CH2:13][C:14]3=[O:19])[CH:5]=[CH:6][C:7]=1[O:8][CH3:9].C(=O)([O-])[O-].[K+].[K+].Br[CH2:29][C:30]1([CH2:34][OH:35])[CH2:33][O:32][CH2:31]1. (5) Given the product [F:19][C:2]([F:18])([F:1])[C:3]1[N:7]=[C:6]([C:8]2[C:9]3[CH2:17][CH2:16][CH2:15][CH2:14][C:10]=3[S:11][C:12]=2[NH:13][C:31]([C:21]2[CH:20]3[CH2:27][CH2:26][CH:23]([CH2:24][CH2:25]3)[C:22]=2[C:28]([OH:30])=[O:29])=[O:32])[O:5][N:4]=1, predict the reactants needed to synthesize it. The reactants are: [F:1][C:2]([F:19])([F:18])[C:3]1[N:7]=[C:6]([C:8]2[C:9]3[CH2:17][CH2:16][CH2:15][CH2:14][C:10]=3[S:11][C:12]=2[NH2:13])[O:5][N:4]=1.[CH:20]12[CH2:27][CH2:26][CH:23]([CH2:24][CH2:25]1)[C:22]1[C:28]([O:30][C:31](=[O:32])[C:21]2=1)=[O:29]. (6) Given the product [C:18]1([C:16]([NH:15][C:6]2([C:4]([OH:5])=[O:3])[CH2:14][C:13]3[C:8](=[CH:9][CH:10]=[CH:11][CH:12]=3)[CH2:7]2)=[O:17])[C:27]2[CH2:26][CH2:25][CH2:24][CH2:23][C:22]=2[CH:21]=[CH:20][CH:19]=1, predict the reactants needed to synthesize it. The reactants are: C([O:3][C:4]([C:6]1([NH:15][C:16]([C:18]2[C:27]3[CH2:26][CH2:25][CH2:24][CH2:23][C:22]=3[CH:21]=[CH:20][CH:19]=2)=[O:17])[CH2:14][C:13]2[C:8](=[CH:9][CH:10]=[CH:11][CH:12]=2)[CH2:7]1)=[O:5])C.[OH-].[K+].O.